Predict the reactants needed to synthesize the given product. From a dataset of Full USPTO retrosynthesis dataset with 1.9M reactions from patents (1976-2016). (1) Given the product [OH:10][CH:12]([CH:13]([CH3:15])[CH3:14])[CH2:11][O:1][C:2]1[CH:3]=[C:4]([CH:7]=[CH:8][CH:9]=1)[CH:5]=[O:6], predict the reactants needed to synthesize it. The reactants are: [OH:1][C:2]1[CH:3]=[C:4]([CH:7]=[CH:8][CH:9]=1)[CH:5]=[O:6].[O:10]1[CH:12]([CH:13]([CH3:15])[CH3:14])[CH2:11]1. (2) Given the product [CH:1]1([N:6]2[CH2:12][C:11]([F:14])([F:13])[C:10](=[O:15])[N:9]([CH3:16])[C:8]3[CH:17]=[N:18][C:19]([NH:21][C:22]4[CH:30]=[CH:29][C:25]([C:26]([NH:42][CH:43]5[CH2:48][CH2:47][N:46]([CH3:49])[CH2:45][CH2:44]5)=[O:27])=[CH:24][C:23]=4[O:31][CH3:32])=[N:20][C:7]2=3)[CH2:5][CH2:4][CH2:3][CH2:2]1, predict the reactants needed to synthesize it. The reactants are: [CH:1]1([N:6]2[CH2:12][C:11]([F:14])([F:13])[C:10](=[O:15])[N:9]([CH3:16])[C:8]3[CH:17]=[N:18][C:19]([NH:21][C:22]4[CH:30]=[CH:29][C:25]([C:26](O)=[O:27])=[CH:24][C:23]=4[O:31][CH3:32])=[N:20][C:7]2=3)[CH2:5][CH2:4][CH2:3][CH2:2]1.C(N(C(C)C)C(C)C)C.[NH2:42][CH:43]1[CH2:48][CH2:47][N:46]([CH3:49])[CH2:45][CH2:44]1. (3) Given the product [CH:1]([O:4][C:5]([N:7]1[CH2:12][CH2:11][CH:10]([CH:13]2[CH2:17][C:16]3[CH:18]=[C:19]([C:32]4[CH:37]=[N:36][C:35]([NH:38][C:39](=[O:41])[CH3:40])=[CH:34][CH:33]=4)[CH:20]=[CH:21][C:15]=3[O:14]2)[CH2:9][CH2:8]1)=[O:6])([CH3:2])[CH3:3], predict the reactants needed to synthesize it. The reactants are: [CH:1]([O:4][C:5]([N:7]1[CH2:12][CH2:11][CH:10]([CH:13]2[CH2:17][C:16]3[CH:18]=[C:19](B4OC(C)(C)C(C)(C)O4)[CH:20]=[CH:21][C:15]=3[O:14]2)[CH2:9][CH2:8]1)=[O:6])([CH3:3])[CH3:2].I[C:32]1[CH:33]=[CH:34][C:35]([NH:38][C:39](=[O:41])[CH3:40])=[N:36][CH:37]=1.C([O-])([O-])=O.[Na+].[Na+]. (4) Given the product [CH3:16][N:17]([CH3:35])[C:18]1[C:23]([CH2:24][N:25]([C:26]2[CH:27]=[CH:28][C:29]([CH:32]([CH3:33])[CH3:34])=[CH:30][CH:31]=2)[C:13]([CH:10]2[C:11]3[C:6](=[CH:5][CH:4]=[C:3]([O:2][CH3:1])[CH:12]=3)[CH2:7][CH2:8][CH2:9]2)=[O:15])=[CH:22][CH:21]=[CH:20][N:19]=1, predict the reactants needed to synthesize it. The reactants are: [CH3:1][O:2][C:3]1[CH:12]=[C:11]2[C:6]([CH2:7][CH2:8][CH2:9][CH:10]2[C:13]([OH:15])=O)=[CH:5][CH:4]=1.[CH3:16][N:17]([CH3:35])[C:18]1[C:23]([CH2:24][NH:25][C:26]2[CH:31]=[CH:30][C:29]([CH:32]([CH3:34])[CH3:33])=[CH:28][CH:27]=2)=[CH:22][CH:21]=[CH:20][N:19]=1. (5) Given the product [O:26]1[CH:27]=[CH:28][C:24]([C:12]2[C:13]3[C:14](=[N:15][CH:16]=[C:17]([C:19]4[S:20][CH:21]=[CH:22][CH:23]=4)[CH:18]=3)[NH:10][CH:11]=2)=[CH:25]1, predict the reactants needed to synthesize it. The reactants are: C1(S([N:10]2[C:14]3=[N:15][CH:16]=[C:17]([C:19]4[S:20][CH:21]=[CH:22][CH:23]=4)[CH:18]=[C:13]3[C:12]([C:24]3[CH:28]=[CH:27][O:26][CH:25]=3)=[CH:11]2)(=O)=O)C=CC=CC=1.[OH-].[Na+]. (6) Given the product [CH3:20][C:12]1[C:11]([C:10]([F:9])([F:21])[F:22])=[CH:19][CH:18]=[CH:17][C:13]=1[N:5]1[C:32](=[O:28])[NH:23][N:7]=[N:6]1, predict the reactants needed to synthesize it. The reactants are: [Cl-].[Al+3].[Cl-].[Cl-].[N-:5]=[N+:6]=[N-:7].[Na+].[F:9][C:10]([F:22])([F:21])[C:11]1[C:12]([CH3:20])=[C:13]([CH:17]=[CH:18][CH:19]=1)C(Cl)=O.[N:23]([O-])=O.[Na+].Cl.[O:28]1[CH2:32]CCC1.